The task is: Predict the reaction yield, written as a fraction of the theoretical maximum amount of product (1.0 means a 100% yield; for example, 0.34 means a 34% yield).. This data is from Reaction yield outcomes from USPTO patents with 853,638 reactions. The catalyst is [Cl-].[Na+].O.[Cu]Br. The reactants are [Na].[CH3:2][O:3][CH2:4][CH2:5][OH:6].Br[C:8]1[CH:12]=[CH:11][S:10][CH:9]=1.CCOCC. The product is [CH3:2][O:3][CH2:4][CH2:5][O:6][C:8]1[CH:12]=[CH:11][S:10][CH:9]=1. The yield is 0.760.